From a dataset of Forward reaction prediction with 1.9M reactions from USPTO patents (1976-2016). Predict the product of the given reaction. (1) Given the reactants [Cl:1][C:2]1[CH:10]=[CH:9][C:5]([C:6](O)=[O:7])=[CH:4][C:3]=1[C:11]1([CH3:33])[C:19]2[C:14](=[CH:15][CH:16]=[C:17]([Cl:20])[CH:18]=2)[N:13]([CH2:21][C:22]2[CH:27]=[CH:26][C:25]([O:28][CH3:29])=[CH:24][C:23]=2[O:30][CH3:31])[C:12]1=[O:32].[CH2:34]([NH:36][CH2:37][C:38]1[CH:39]=[N:40][CH:41]=[CH:42][CH:43]=1)[CH3:35], predict the reaction product. The product is: [Cl:1][C:2]1[CH:10]=[CH:9][C:5]([C:6]([N:36]([CH2:34][CH3:35])[CH2:37][C:38]2[CH:39]=[N:40][CH:41]=[CH:42][CH:43]=2)=[O:7])=[CH:4][C:3]=1[C:11]1([CH3:33])[C:19]2[C:14](=[CH:15][CH:16]=[C:17]([Cl:20])[CH:18]=2)[N:13]([CH2:21][C:22]2[CH:27]=[CH:26][C:25]([O:28][CH3:29])=[CH:24][C:23]=2[O:30][CH3:31])[C:12]1=[O:32]. (2) Given the reactants FC(F)(F)C([O-])=O.[Cl:8][C:9]1[CH:10]=[C:11]([CH:41]=[C:42]([C:44]#[N:45])[CH:43]=1)[O:12][C:13]1[C:14](=[O:40])[N:15]([CH2:23][C:24]2[C:32]3[C:27](=[N:28][CH:29]=[CH:30][CH:31]=3)[N:26]([C:33]([N:35]([CH3:39])[CH2:36][CH2:37][NH3+:38])=[O:34])[N:25]=2)[CH:16]=[CH:17][C:18]=1[C:19]([F:22])([F:21])[F:20].Cl.O1CCOCC1, predict the reaction product. The product is: [Cl-:8].[Cl:8][C:9]1[CH:10]=[C:11]([CH:41]=[C:42]([C:44]#[N:45])[CH:43]=1)[O:12][C:13]1[C:14](=[O:40])[N:15]([CH2:23][C:24]2[C:32]3[C:27](=[N:28][CH:29]=[CH:30][CH:31]=3)[N:26]([C:33]([N:35]([CH3:39])[CH2:36][CH2:37][NH3+:38])=[O:34])[N:25]=2)[CH:16]=[CH:17][C:18]=1[C:19]([F:20])([F:21])[F:22]. (3) Given the reactants O[CH2:2][CH2:3][N:4]([CH2:17][C:18]([F:21])([F:20])[F:19])[C:5]1[CH:12]=[CH:11][C:8]([C:9]#[N:10])=[C:7]([C:13]([F:16])([F:15])[F:14])[CH:6]=1.[NH2:22][C:23]1[CH:28]=[CH:27][C:26]([S:29][S:29][C:26]2[CH:27]=[CH:28][C:23]([NH2:22])=[CH:24][CH:25]=2)=[CH:25][CH:24]=1.C(P(CCCC)CCCC)CCC, predict the reaction product. The product is: [NH2:22][C:23]1[CH:28]=[CH:27][C:26]([S:29][CH2:2][CH2:3][N:4]([CH2:17][C:18]([F:21])([F:20])[F:19])[C:5]2[CH:12]=[CH:11][C:8]([C:9]#[N:10])=[C:7]([C:13]([F:16])([F:15])[F:14])[CH:6]=2)=[CH:25][CH:24]=1. (4) Given the reactants I[C:2]1[C:7]2[N:8]([C:11]3[CH:16]=[CH:15][CH:14]=[CH:13][CH:12]=3)[CH:9]=[N:10][C:6]=2[CH:5]=[C:4]([C:17]([F:20])([F:19])[F:18])[CH:3]=1.[N:21]1[CH:26]=[CH:25][C:24](B(O)O)=[CH:23][CH:22]=1.C(O)CCO.C(=O)([O-])[O-].[K+].[K+], predict the reaction product. The product is: [C:11]1([N:8]2[C:7]3[C:2]([C:24]4[CH:25]=[CH:26][N:21]=[CH:22][CH:23]=4)=[CH:3][C:4]([C:17]([F:20])([F:19])[F:18])=[CH:5][C:6]=3[N:10]=[CH:9]2)[CH:16]=[CH:15][CH:14]=[CH:13][CH:12]=1. (5) Given the reactants [CH2:1]([N:5]1[C:9]([Cl:10])=[C:8]([Cl:11])[N:7]=[C:6]1[C:12]1[C:17]([CH3:18])=[CH:16][CH:15]=[C:14]([N+:19]([O-])=O)[C:13]=1[CH3:22])[CH2:2][CH2:3][CH3:4].[Sn](Cl)Cl.[OH-].[Na+], predict the reaction product. The product is: [CH2:1]([N:5]1[C:9]([Cl:10])=[C:8]([Cl:11])[N:7]=[C:6]1[C:12]1[C:13]([CH3:22])=[C:14]([NH2:19])[CH:15]=[CH:16][C:17]=1[CH3:18])[CH2:2][CH2:3][CH3:4]. (6) Given the reactants [C:1]([O:5][C:6](/[CH:8]=[CH:9]/[C:10]1[CH:15]=[CH:14][C:13](/[CH:16]=[CH:17]/[C:18]([O:20]CC)=[O:19])=[CH:12][CH:11]=1)=[O:7])(C)(C)[CH3:2].C(O)(C(F)(F)F)=O, predict the reaction product. The product is: [CH2:1]([O:5][C:6](/[CH:8]=[CH:9]/[C:10]1[CH:11]=[CH:12][C:13](/[CH:16]=[CH:17]/[C:18]([OH:20])=[O:19])=[CH:14][CH:15]=1)=[O:7])[CH3:2]. (7) The product is: [NH2:1][C:2]1[CH:7]=[C:6]([C:8]([F:10])([F:11])[F:9])[CH:5]=[CH:4][C:3]=1[NH:12][C:13]1[CH:14]=[C:15]([CH:21]=[CH:22][CH:23]=1)[C:16]([OH:18])=[O:17]. Given the reactants [NH2:1][C:2]1[CH:7]=[C:6]([C:8]([F:11])([F:10])[F:9])[CH:5]=[CH:4][C:3]=1[NH:12][C:13]1[CH:14]=[C:15]([CH:21]=[CH:22][CH:23]=1)[C:16]([O:18]CC)=[O:17].C(O)C.[OH-].[Na+], predict the reaction product.